From a dataset of Full USPTO retrosynthesis dataset with 1.9M reactions from patents (1976-2016). Predict the reactants needed to synthesize the given product. (1) Given the product [CH2:3]([S:14][C:9]1[CH:10]=[CH:11][CH:12]=[CH:13][C:8]=1[C:7]([NH2:26])=[O:25])[CH:4]=[CH2:5], predict the reactants needed to synthesize it. The reactants are: [BH4-].[Na+].[CH2:3](Br)[CH:4]=[CH2:5].[C:7]([NH2:26])(=[O:25])[C:8]1[CH:13]=[CH:12][CH:11]=[CH:10][C:9]=1[S:14][S:14][C:9]1[CH:10]=[CH:11][CH:12]=[CH:13][C:8]=1[C:7]([NH2:26])=[O:25]. (2) Given the product [CH3:51][O:52][C:35]([CH:20]1[CH2:21][CH:22]([N:9]2[N:10]=[N:11][C:7]([C:1]3[CH:2]=[CH:3][CH:4]=[CH:5][CH:6]=3)=[N:8]2)[CH2:23][N:19]1[C:17]([O:16][C:12]([CH3:13])([CH3:14])[CH3:15])=[O:18])=[O:36], predict the reactants needed to synthesize it. The reactants are: [C:1]1([C:7]2[NH:11][N:10]=[N:9][N:8]=2)[CH:6]=[CH:5][CH:4]=[CH:3][CH:2]=1.[C:12]([O:16][C:17]([N:19]1[CH2:23][CH:22](OS(C2C=CC(C)=CC=2)(=O)=O)[CH2:21][CH:20]1[C:35](N1CCN(C2C=CC=CC=2C#N)CC1)=[O:36])=[O:18])([CH3:15])([CH3:14])[CH3:13].[C:51](=O)([O-])[O-:52].[Na+].[Na+]. (3) Given the product [CH:23]1([CH2:21][N:18]2[CH2:17][CH2:16][N:15]([C@@H:12]3[CH2:11][CH2:10][C@H:9]([NH2:8])[CH2:14][CH2:13]3)[CH2:20][CH2:19]2)[CH2:22][CH2:32]1, predict the reactants needed to synthesize it. The reactants are: C([N:8](CC1C=CC=CC=1)[C@H:9]1[CH2:14][CH2:13][C@@H:12]([N:15]2[CH2:20][CH2:19][N:18]([CH:21]3[CH2:23][CH2:22]3)[CH2:17][CH:16]2C)[CH2:11][CH2:10]1)C1C=CC=CC=1.[CH3:32]O.